From a dataset of Catalyst prediction with 721,799 reactions and 888 catalyst types from USPTO. Predict which catalyst facilitates the given reaction. (1) Reactant: [CH3:1][O:2][C:3]1[CH:11]=[C:10]2[C:6]([CH2:7][C:8](=[O:12])[NH:9]2)=[CH:5][CH:4]=1.[CH3:13][N:14]([CH3:39])[C:15]([CH2:17][CH2:18][C:19]1[C:20]([S:27]([C:30]2[CH:38]=[CH:37][CH:36]=[CH:35][C:31]=2[C:32]([OH:34])=[O:33])(=[O:29])=[O:28])=[C:21]([CH3:26])[NH:22][C:23]=1[CH:24]=O)=[O:16].N1CCCCC1. Product: [CH3:39][N:14]([CH3:13])[C:15]([CH2:17][CH2:18][C:19]1[C:20]([S:27]([C:30]2[CH:38]=[CH:37][CH:36]=[CH:35][C:31]=2[C:32]([OH:34])=[O:33])(=[O:29])=[O:28])=[C:21]([CH3:26])[NH:22][C:23]=1/[CH:24]=[C:7]1\[C:8](=[O:12])[NH:9][C:10]2[C:6]\1=[CH:5][CH:4]=[C:3]([O:2][CH3:1])[CH:11]=2)=[O:16]. The catalyst class is: 8. (2) Reactant: [CH2:1]([N:8]1[C:12](=[O:13])[CH:11]=[CH:10][C:9]1=[O:14])[C:2]1[CH:7]=[CH:6][CH:5]=[CH:4][CH:3]=1.[N+:15](=[CH:17][C:18]([O:20][CH2:21][CH3:22])=[O:19])=[N-:16]. Product: [CH2:1]([N:8]1[C:12](=[O:13])[CH:11]2[CH:10]([NH:16][N:15]=[C:17]2[C:18]([O:20][CH2:21][CH3:22])=[O:19])[C:9]1=[O:14])[C:2]1[CH:3]=[CH:4][CH:5]=[CH:6][CH:7]=1. The catalyst class is: 4. (3) Reactant: [F:1][CH:2]1[C:11]2[C:6](=[CH:7][CH:8]=[C:9]([N+:12]([O-:14])=[O:13])[CH:10]=2)[C:5](=[O:15])[NH:4][CH:3]1OC.Cl.O1CCOCC1. Product: [F:1][C:2]1[C:11]2[C:6](=[CH:7][CH:8]=[C:9]([N+:12]([O-:14])=[O:13])[CH:10]=2)[C:5]([OH:15])=[N:4][CH:3]=1. The catalyst class is: 23.